This data is from Forward reaction prediction with 1.9M reactions from USPTO patents (1976-2016). The task is: Predict the product of the given reaction. (1) Given the reactants [N+:1]([C:4]1[CH:9]=[C:8]([N+:10]([O-:12])=[O:11])[CH:7]=[CH:6][C:5]=1Cl)([O-:3])=[O:2].[NH2:14][C:15]1[CH:20]=[CH:19][CH:18]=[CH:17][C:16]=1[SH:21].[OH-].[Na+], predict the reaction product. The product is: [N+:1]([C:4]1[CH:9]=[C:8]([N+:10]([O-:12])=[O:11])[CH:7]=[CH:6][C:5]=1[S:21][C:16]1[CH:17]=[CH:18][CH:19]=[CH:20][C:15]=1[NH2:14])([O-:3])=[O:2]. (2) The product is: [CH:21]12[CH2:23][CH:17]([O:22]1)[CH2:18][N:19]([C:14]([C:6]1[C:7]3[C:12](=[CH:11][CH:10]=[CH:9][C:8]=3[CH3:13])[C:3]([O:2][CH3:1])=[CH:4][CH:5]=1)=[O:16])[CH2:20]2. Given the reactants [CH3:1][O:2][C:3]1[C:12]2[C:7](=[C:8]([CH3:13])[CH:9]=[CH:10][CH:11]=2)[C:6]([C:14]([OH:16])=O)=[CH:5][CH:4]=1.[CH:17]12[CH2:23][CH:21]([O:22]1)[CH2:20][NH:19][CH2:18]2, predict the reaction product. (3) Given the reactants [OH:1][C:2]1[CH:7]=[CH:6][C:5]([C:8]2[S:9][C:10]3[CH:15]=[C:14]([O:16][CH2:17][C@@H:18]([NH:20][C:21](=[O:23])[CH3:22])[CH3:19])[N:13]=[CH:12][C:11]=3[N:24]=2)=[CH:4][CH:3]=1.Br[CH2:26][CH:27]1[CH2:29][CH2:28]1, predict the reaction product. The product is: [CH:27]1([CH2:26][O:1][C:2]2[CH:3]=[CH:4][C:5]([C:8]3[S:9][C:10]4[CH:15]=[C:14]([O:16][CH2:17][C@@H:18]([NH:20][C:21](=[O:23])[CH3:22])[CH3:19])[N:13]=[CH:12][C:11]=4[N:24]=3)=[CH:6][CH:7]=2)[CH2:29][CH2:28]1. (4) Given the reactants [CH:1]1([N:4]2[C:8]3[CH:9]=[CH:10][C:11]4[C:12](=[O:27])[C@H:13]([O:23]C(=O)C)[C@@H:14]([C:17]5[CH:22]=[CH:21][CH:20]=[CH:19][CH:18]=5)[O:15][C:16]=4[C:7]=3[N:6]=[C:5]2[CH3:28])[CH2:3][CH2:2]1.[OH-].[Na+], predict the reaction product. The product is: [CH:1]1([N:4]2[C:8]3[CH:9]=[CH:10][C:11]4[C:12](=[O:27])[C@H:13]([OH:23])[C@@H:14]([C:17]5[CH:22]=[CH:21][CH:20]=[CH:19][CH:18]=5)[O:15][C:16]=4[C:7]=3[N:6]=[C:5]2[CH3:28])[CH2:3][CH2:2]1. (5) Given the reactants [NH:1]1[C:7](=[O:8])[CH2:6][CH2:5][CH2:4][C:3]2[CH:9]=[CH:10][CH:11]=[CH:12][C:2]1=2.[CH3:13][OH:14], predict the reaction product. The product is: [CH3:13][O:14][C:7](=[O:8])[CH2:6][CH2:5][CH2:4][C:3]1[CH:9]=[CH:10][CH:11]=[CH:12][C:2]=1[NH2:1].